From a dataset of Forward reaction prediction with 1.9M reactions from USPTO patents (1976-2016). Predict the product of the given reaction. (1) The product is: [C:7]1([C@H:13]2[C@H:17]([C:18]3[CH:19]=[CH:20][CH:21]=[CH:22][CH:23]=3)[O:16][C:15]3([CH2:28][CH2:27][CH:26]([CH2:29][OH:30])[CH2:25][CH2:24]3)[O:14]2)[CH:8]=[CH:9][CH:10]=[CH:11][CH:12]=1. Given the reactants [H-].[Al+3].[Li+].[H-].[H-].[H-].[C:7]1([C@H:13]2[C@H:17]([C:18]3[CH:23]=[CH:22][CH:21]=[CH:20][CH:19]=3)[O:16][C:15]3([CH2:28][CH2:27][CH:26]([C:29]([O-])=[O:30])[CH2:25][CH2:24]3)[O:14]2)[CH:12]=[CH:11][CH:10]=[CH:9][CH:8]=1.O.[OH-].[Na+], predict the reaction product. (2) Given the reactants [NH2:1][C:2]1[C:3]([C:9]2([OH:15])[CH2:14][CH2:13][CH2:12][CH2:11][CH2:10]2)=[CH:4][C:5](Cl)=[N:6][CH:7]=1, predict the reaction product. The product is: [NH2:1][C:2]1[CH:7]=[N:6][CH:5]=[CH:4][C:3]=1[C:9]1([OH:15])[CH2:14][CH2:13][CH2:12][CH2:11][CH2:10]1.